From a dataset of Forward reaction prediction with 1.9M reactions from USPTO patents (1976-2016). Predict the product of the given reaction. Given the reactants [O:1]1[CH:5]=[CH:4][N:3]=[CH:2]1.B.C1COCC1.[Li]C(C)(C)C.[CH2:17]([O:24][C:25]1[CH:26]=[C:27]2[C:31](=[CH:32][CH:33]=1)[CH2:30][CH:29]([CH:34]=[O:35])[CH2:28]2)[C:18]1[CH:23]=[CH:22][CH:21]=[CH:20][CH:19]=1, predict the reaction product. The product is: [CH2:17]([O:24][C:25]1[CH:26]=[C:27]2[C:31](=[CH:32][CH:33]=1)[CH2:30][CH:29]([CH:34]([C:2]1[O:1][CH:5]=[CH:4][N:3]=1)[OH:35])[CH2:28]2)[C:18]1[CH:19]=[CH:20][CH:21]=[CH:22][CH:23]=1.